The task is: Predict the reactants needed to synthesize the given product.. This data is from Full USPTO retrosynthesis dataset with 1.9M reactions from patents (1976-2016). Given the product [F:14][C:10]1[CH:9]=[C:8]([C:7]2[C:2]([C:27]3[CH:32]=[CH:31][N:30]=[CH:29][CH:28]=3)=[CH:3][C:4]([N+:16]([O-:18])=[O:17])=[C:5]([NH2:15])[N:6]=2)[CH:13]=[CH:12][CH:11]=1, predict the reactants needed to synthesize it. The reactants are: Br[C:2]1[CH:3]=[C:4]([N+:16]([O-:18])=[O:17])[C:5]([NH2:15])=[N:6][C:7]=1[C:8]1[CH:13]=[CH:12][CH:11]=[C:10]([F:14])[CH:9]=1.CC1(C)C(C)(C)OB([C:27]2[CH:32]=[CH:31][N:30]=[CH:29][CH:28]=2)O1.C(=O)([O-])[O-].[Cs+].[Cs+].